This data is from Catalyst prediction with 721,799 reactions and 888 catalyst types from USPTO. The task is: Predict which catalyst facilitates the given reaction. (1) Reactant: [O:1]=[C:2]([NH:34][O:35]C1CCCCO1)/[CH:3]=[CH:4]/[C:5]1[CH:6]=[CH:7][C:8]([N:11]([C@@H:19]2[CH2:23][CH2:22][N:21]([CH2:24][C:25]3[C:30]([CH3:32])([CH3:31])[CH2:29][CH2:28][CH2:27][C:26]=3[CH3:33])[CH2:20]2)C(=O)OC(C)(C)C)=[N:9][CH:10]=1.[ClH:42]. Product: [ClH:42].[ClH:42].[OH:35][NH:34][C:2](=[O:1])/[CH:3]=[CH:4]/[C:5]1[CH:10]=[N:9][C:8]([NH:11][C@@H:19]2[CH2:23][CH2:22][N:21]([CH2:24][C:25]3[C:30]([CH3:31])([CH3:32])[CH2:29][CH2:28][CH2:27][C:26]=3[CH3:33])[CH2:20]2)=[CH:7][CH:6]=1. The catalyst class is: 5. (2) Reactant: [NH2:1][C:2]1[CH:10]=[CH:9][C:8]([Br:11])=[CH:7][C:3]=1[C:4](O)=[O:5].[NH2:12][C:13](N)=[O:14]. The catalyst class is: 6. Product: [Br:11][C:8]1[CH:7]=[C:3]2[C:2](=[CH:10][CH:9]=1)[NH:1][C:13](=[O:14])[NH:12][C:4]2=[O:5]. (3) Reactant: [N:1]1([C:7]([O:9][C:10]([CH3:13])([CH3:12])[CH3:11])=[O:8])[CH2:6][CH2:5][NH:4][CH2:3][CH2:2]1.C1C=CC(P(C2C(C3C(P(C4C=CC=CC=4)C4C=CC=CC=4)=CC=C4C=3C=CC=C4)=C3C(C=CC=C3)=CC=2)C2C=CC=CC=2)=CC=1.Br[C:61]1[CH:66]=[C:65]([F:67])[CH:64]=[CH:63][C:62]=1[Cl:68]. Product: [Cl:68][C:62]1[CH:63]=[CH:64][C:65]([F:67])=[CH:66][C:61]=1[N:4]1[CH2:5][CH2:6][N:1]([C:7]([O:9][C:10]([CH3:13])([CH3:12])[CH3:11])=[O:8])[CH2:2][CH2:3]1. The catalyst class is: 487. (4) Reactant: [OH:1][C:2]1[C:15]2[C:16]3=[C:17]4[C:12](=[CH:13][CH:14]=2)[CH:11]=[CH:10][CH:9]=[C:8]4[CH:7]=[CH:6][C:5]3=[CH:4][CH:3]=1.[C:18]([O:21][CH:22]1[CH:27]([N:28]([CH3:30])[CH3:29])[CH2:26][CH:25]([CH3:31])[O:24][CH:23]1F)(=[O:20])[CH3:19].B(F)(F)F.CCOCC. Product: [C:18]([O:21][CH:22]1[CH:27]([N:28]([CH3:29])[CH3:30])[CH2:26][CH:25]([CH3:31])[O:24][CH:23]1[O:1][C:2]1[C:15]2[C:16]3=[C:17]4[C:12](=[CH:13][CH:14]=2)[CH:11]=[CH:10][CH:9]=[C:8]4[CH:7]=[CH:6][C:5]3=[CH:4][CH:3]=1)(=[O:20])[CH3:19]. The catalyst class is: 13. (5) Reactant: [C-:1]#[N:2].[Na+].COC(=O)[C:7]([C:13]#[N:14])=[CH:8][CH2:9][CH:10]([CH3:12])[CH3:11]. Product: [CH2:9]([CH:8]([CH2:7][C:13]#[N:14])[C:1]#[N:2])[CH:10]([CH3:11])[CH3:12]. The catalyst class is: 24. (6) Reactant: [NH2:1][C:2]1[C:7]([NH2:8])=[CH:6][C:5]([N+:9]([O-:11])=[O:10])=[CH:4][N:3]=1.[N+:12]([C:15]1[CH:23]=[CH:22][C:18]([C:19](Cl)=[O:20])=[CH:17][CH:16]=1)([O-:14])=[O:13].O. Product: [NH2:1][C:2]1[C:7]([NH:8][C:19](=[O:20])[C:18]2[CH:17]=[CH:16][C:15]([N+:12]([O-:14])=[O:13])=[CH:23][CH:22]=2)=[CH:6][C:5]([N+:9]([O-:11])=[O:10])=[CH:4][N:3]=1. The catalyst class is: 17. (7) Reactant: [C:1]([O-:4])([O-])=O.[K+].[K+].[O:7]1[C:11]2([CH2:16][CH2:15][CH:14]([NH:17][C:18](=S)[CH2:19][C:20]([C:22]3[CH:27]=[CH:26][C:25]([F:28])=[CH:24][CH:23]=3)=[O:21])[CH2:13][CH2:12]2)OCC1.[N:30]#N.[CH2:32](I)[CH3:33]. The catalyst class is: 692. Product: [NH2:30][C:18]1[N:17]([CH:14]2[CH2:13][CH2:12][C:11](=[O:7])[CH2:16][CH2:15]2)[C:1](=[O:4])[CH:33]=[CH:32][C:19]=1[C:20](=[O:21])[C:22]1[CH:23]=[CH:24][C:25]([F:28])=[CH:26][CH:27]=1.